This data is from NCI-60 drug combinations with 297,098 pairs across 59 cell lines. The task is: Regression. Given two drug SMILES strings and cell line genomic features, predict the synergy score measuring deviation from expected non-interaction effect. (1) Drug 1: CCC1(CC2CC(C3=C(CCN(C2)C1)C4=CC=CC=C4N3)(C5=C(C=C6C(=C5)C78CCN9C7C(C=CC9)(C(C(C8N6C=O)(C(=O)OC)O)OC(=O)C)CC)OC)C(=O)OC)O.OS(=O)(=O)O. Drug 2: COC1=NC(=NC2=C1N=CN2C3C(C(C(O3)CO)O)O)N. Cell line: MCF7. Synergy scores: CSS=2.23, Synergy_ZIP=-1.82, Synergy_Bliss=2.15, Synergy_Loewe=-13.7, Synergy_HSA=-2.99. (2) Drug 1: C1=NC2=C(N=C(N=C2N1C3C(C(C(O3)CO)O)O)F)N. Drug 2: C#CCC(CC1=CN=C2C(=N1)C(=NC(=N2)N)N)C3=CC=C(C=C3)C(=O)NC(CCC(=O)O)C(=O)O. Cell line: NCI/ADR-RES. Synergy scores: CSS=29.2, Synergy_ZIP=-4.67, Synergy_Bliss=-5.64, Synergy_Loewe=-2.97, Synergy_HSA=-1.82. (3) Drug 1: C1CCN(CC1)CCOC2=CC=C(C=C2)C(=O)C3=C(SC4=C3C=CC(=C4)O)C5=CC=C(C=C5)O. Drug 2: C1=NC2=C(N=C(N=C2N1C3C(C(C(O3)CO)O)F)Cl)N. Cell line: SN12C. Synergy scores: CSS=47.6, Synergy_ZIP=-0.676, Synergy_Bliss=-2.23, Synergy_Loewe=-3.34, Synergy_HSA=-1.21. (4) Drug 1: CC(C1=C(C=CC(=C1Cl)F)Cl)OC2=C(N=CC(=C2)C3=CN(N=C3)C4CCNCC4)N. Drug 2: CN1CCC(CC1)COC2=C(C=C3C(=C2)N=CN=C3NC4=C(C=C(C=C4)Br)F)OC. Cell line: MALME-3M. Synergy scores: CSS=5.42, Synergy_ZIP=-1.18, Synergy_Bliss=1.24, Synergy_Loewe=-0.533, Synergy_HSA=0.162. (5) Drug 1: CC12CCC(CC1=CCC3C2CCC4(C3CC=C4C5=CN=CC=C5)C)O. Drug 2: CC1C(C(CC(O1)OC2CC(CC3=C2C(=C4C(=C3O)C(=O)C5=C(C4=O)C(=CC=C5)OC)O)(C(=O)CO)O)N)O.Cl. Cell line: SNB-19. Synergy scores: CSS=40.0, Synergy_ZIP=0.173, Synergy_Bliss=-0.256, Synergy_Loewe=-19.9, Synergy_HSA=0.519.